The task is: Predict the reaction yield, written as a fraction of the theoretical maximum amount of product (1.0 means a 100% yield; for example, 0.34 means a 34% yield).. This data is from Reaction yield outcomes from USPTO patents with 853,638 reactions. (1) The reactants are [OH-].[Na+].C[Si](C)(C)[C:5]#[C:6][C:7]([O:14][CH2:15][CH3:16])([O:11][CH2:12][CH3:13])[O:8][CH2:9][CH3:10]. The catalyst is O.C(O)C. The product is [CH2:15]([O:14][C:7]([O:8][CH2:9][CH3:10])([O:11][CH2:12][CH3:13])[C:6]#[CH:5])[CH3:16]. The yield is 0.520. (2) The reactants are [OH:1][C:2]1[CH:11]=[C:10]([C:12]([CH3:17])([CH3:16])[C:13]([OH:15])=O)[CH:9]=[C:8]2[C:3]=1[C@@H:4]1[CH2:23][C:22]([CH3:24])=[CH:21][CH2:20][C@@H:5]1[C:6]([CH3:19])([CH3:18])[O:7]2.C(N(CC)CC)C.[CH2:32]([NH2:37])[CH2:33][CH2:34][CH2:35][CH3:36]. The catalyst is ClCCl. The product is [OH:1][C:2]1[CH:11]=[C:10]([C:12]([CH3:16])([CH3:17])[C:13]([NH:37][CH2:32][CH2:33][CH2:34][CH2:35][CH3:36])=[O:15])[CH:9]=[C:8]2[C:3]=1[C@@H:4]1[CH2:23][C:22]([CH3:24])=[CH:21][CH2:20][C@H:5]1[C:6]([CH3:18])([CH3:19])[O:7]2. The yield is 0.750.